This data is from Forward reaction prediction with 1.9M reactions from USPTO patents (1976-2016). The task is: Predict the product of the given reaction. Given the reactants CC(OI1(OC(C)=O)(OC(C)=O)OC(=O)C2C=CC=CC1=2)=O.[Br:23][C:24]1[CH:29]=[C:28]([CH3:30])[C:27]([CH2:31][CH2:32][OH:33])=[C:26]([CH3:34])[CH:25]=1, predict the reaction product. The product is: [Br:23][C:24]1[CH:25]=[C:26]([CH3:34])[C:27]([CH2:31][CH:32]=[O:33])=[C:28]([CH3:30])[CH:29]=1.